This data is from Peptide-MHC class II binding affinity with 134,281 pairs from IEDB. The task is: Regression. Given a peptide amino acid sequence and an MHC pseudo amino acid sequence, predict their binding affinity value. This is MHC class II binding data. (1) The peptide sequence is MSSGSFINISV. The MHC is HLA-DPA10301-DPB10402 with pseudo-sequence HLA-DPA10301-DPB10402. The binding affinity (normalized) is 0.117. (2) The peptide sequence is DLQMVIAGAKSKFPR. The MHC is HLA-DQA10501-DQB10301 with pseudo-sequence HLA-DQA10501-DQB10301. The binding affinity (normalized) is 0.764.